This data is from Reaction yield outcomes from USPTO patents with 853,638 reactions. The task is: Predict the reaction yield, written as a fraction of the theoretical maximum amount of product (1.0 means a 100% yield; for example, 0.34 means a 34% yield). (1) The reactants are Cl[CH2:2][C:3]([N:5]1[C:14]2[C:9](=[CH:10][CH:11]=[CH:12][CH:13]=2)[CH2:8][CH2:7][CH2:6]1)=[O:4].[N+:15]([C:18]1[CH:27]=[CH:26][C:21]2[N:22]=[C:23]([SH:25])[S:24][C:20]=2[CH:19]=1)([O-:17])=[O:16]. No catalyst specified. The product is [N:5]1([C:3](=[O:4])[CH2:2][S:25][C:23]2[S:24][C:20]3[CH:19]=[C:18]([N+:15]([O-:17])=[O:16])[CH:27]=[CH:26][C:21]=3[N:22]=2)[C:14]2[C:9](=[CH:10][CH:11]=[CH:12][CH:13]=2)[CH2:8][CH2:7][CH2:6]1. The yield is 0.330. (2) The reactants are [C:1]([CH:3]([CH:6]1[CH2:11][CH2:10][N:9]([C:12]([O:14][C:15]([CH3:18])([CH3:17])[CH3:16])=[O:13])[CH2:8][CH2:7]1)[CH:4]=O)#[N:2].Cl.[NH2:20][CH:21](C(OCC)=O)[C:22]([O:24][CH2:25][CH3:26])=[O:23].C([O-])(=O)C.[Na+].[O-]CC.[Na+]. The catalyst is CO.O. The product is [NH2:2][C:1]1[C:3]([CH:6]2[CH2:11][CH2:10][N:9]([C:12]([O:14][C:15]([CH3:18])([CH3:17])[CH3:16])=[O:13])[CH2:8][CH2:7]2)=[CH:4][NH:20][C:21]=1[C:22]([O:24][CH2:25][CH3:26])=[O:23]. The yield is 0.460. (3) The reactants are [CH3:1][O:2][C:3]1[C:11]([O:12][CH3:13])=[CH:10][C:9]([C:14]2[O:22][C:21]3[C:16](=[N:17][CH:18]=[CH:19][C:20]=3[C:23]3[CH:28]=[CH:27][CH:26]=[CH:25][CH:24]=3)[CH:15]=2)=[CH:8][C:4]=1[C:5]([OH:7])=O.[NH2:29][C:30]([CH3:34])([CH3:33])[CH2:31][OH:32]. No catalyst specified. The product is [OH:32][CH2:31][C:30]([NH:29][C:5](=[O:7])[C:4]1[CH:8]=[C:9]([C:14]2[O:22][C:21]3[C:16](=[N:17][CH:18]=[CH:19][C:20]=3[C:23]3[CH:24]=[CH:25][CH:26]=[CH:27][CH:28]=3)[CH:15]=2)[CH:10]=[C:11]([O:12][CH3:13])[C:3]=1[O:2][CH3:1])([CH3:34])[CH3:33]. The yield is 0.280. (4) The reactants are Cl.CC1(C)[O:7][CH:6]([CH2:8][N:9]2[C:18]3[C:13](=[CH:14][CH:15]=[CH:16][CH:17]=3)[CH2:12][CH:11]([NH:19][C:20]([C:22]3[NH:26][C:25]4[S:27][C:28]([Cl:30])=[CH:29][C:24]=4[CH:23]=3)=[O:21])[C:10]2=[O:31])[CH2:5][O:4]1. The catalyst is C1COCC1. The product is [Cl:30][C:28]1[S:27][C:25]2[NH:26][C:22]([C:20]([NH:19][CH:11]3[CH2:12][C:13]4[C:18](=[CH:17][CH:16]=[CH:15][CH:14]=4)[N:9]([CH2:8][CH:6]([OH:7])[CH2:5][OH:4])[C:10]3=[O:31])=[O:21])=[CH:23][C:24]=2[CH:29]=1. The yield is 0.830. (5) The reactants are Cl[C:2]1[CH:3]=[C:4]([CH:9]=[CH:10][N:11]=1)[C:5]([O:7][CH3:8])=[O:6].[NH2:12][C:13]1[S:14][CH:15]=[C:16]([CH3:18])[N:17]=1.P([O-])([O-])([O-])=O.[K+].[K+].[K+]. The catalyst is C1(C)C=CC=CC=1.O.C1C=CC(/C=C/C(/C=C/C2C=CC=CC=2)=O)=CC=1.C1C=CC(/C=C/C(/C=C/C2C=CC=CC=2)=O)=CC=1.C1C=CC(/C=C/C(/C=C/C2C=CC=CC=2)=O)=CC=1.[Pd].[Pd].C1(P(C2C=CC=CC=2)C2C3OC4C(=CC=CC=4P(C4C=CC=CC=4)C4C=CC=CC=4)C(C)(C)C=3C=CC=2)C=CC=CC=1. The product is [CH3:18][C:16]1[N:17]=[C:13]([NH:12][C:2]2[CH:3]=[C:4]([CH:9]=[CH:10][N:11]=2)[C:5]([O:7][CH3:8])=[O:6])[S:14][CH:15]=1. The yield is 0.715. (6) The reactants are [N+:1]([C:4]1[C:5]([NH:11][C:12]2[CH:21]=[C:20]3[C:15]([CH:16]=[CH:17][CH:18]=[C:19]3[N:22]3[CH2:27][CH2:26][N:25]([C:28]([O:30][C:31]([CH3:34])([CH3:33])[CH3:32])=[O:29])[CH2:24][CH2:23]3)=[CH:14][CH:13]=2)=[N+:6]([O-])[CH:7]=[CH:8][CH:9]=1)([O-])=O.C([O-])=O.[NH4+]. The catalyst is [Pd].C(O)C. The product is [NH2:1][C:4]1[C:5]([NH:11][C:12]2[CH:21]=[C:20]3[C:15]([CH:16]=[CH:17][CH:18]=[C:19]3[N:22]3[CH2:27][CH2:26][N:25]([C:28]([O:30][C:31]([CH3:34])([CH3:33])[CH3:32])=[O:29])[CH2:24][CH2:23]3)=[CH:14][CH:13]=2)=[N:6][CH:7]=[CH:8][CH:9]=1. The yield is 0.300.